From a dataset of Reaction yield outcomes from USPTO patents with 853,638 reactions. Predict the reaction yield, written as a fraction of the theoretical maximum amount of product (1.0 means a 100% yield; for example, 0.34 means a 34% yield). (1) The reactants are C[O:2][C:3]([C:5]1([C:8]2[CH:13]=[CH:12][C:11]([C:14]3[CH:19]=[CH:18][C:17]([N:20]4[C:24]([NH:25][C:26]([O:28][C@@H:29]([C:31]5[CH:36]=[CH:35][CH:34]=[C:33]([C:37]([F:40])([F:39])[F:38])[CH:32]=5)[CH3:30])=[O:27])=[C:23]([CH2:41][CH3:42])[N:22]=[N:21]4)=[CH:16][CH:15]=3)=[CH:10][CH:9]=2)[CH2:7][CH2:6]1)=[O:4].[OH-].[Na+]. The catalyst is C1COCC1.C(O)C.O. The product is [CH2:41]([C:23]1[N:22]=[N:21][N:20]([C:17]2[CH:18]=[CH:19][C:14]([C:11]3[CH:10]=[CH:9][C:8]([C:5]4([C:3]([OH:4])=[O:2])[CH2:6][CH2:7]4)=[CH:13][CH:12]=3)=[CH:15][CH:16]=2)[C:24]=1[NH:25][C:26]([O:28][C@@H:29]([C:31]1[CH:36]=[CH:35][CH:34]=[C:33]([C:37]([F:40])([F:38])[F:39])[CH:32]=1)[CH3:30])=[O:27])[CH3:42]. The yield is 0.935. (2) The yield is 0.990. The product is [O-:12][N+:4]1[C:5]2[CH:11]=[CH:10][CH:9]=[CH:8][C:6]=2[N:7]=[C:2]([NH:19][CH2:18][C:17]([O:16][CH2:14][CH3:15])=[O:20])[N:3]=1. The catalyst is COCCOC. The reactants are Cl[C:2]1[N:3]=[N+:4]([O-:12])[C:5]2[CH:11]=[CH:10][CH:9]=[CH:8][C:6]=2[N:7]=1.Cl.[CH2:14]([O:16][C:17](=[O:20])[CH2:18][NH2:19])[CH3:15].CCN(CC)CC. (3) The reactants are [F:1][C:2]1[CH:7]=[CH:6][CH:5]=[CH:4][C:3]=1[CH2:8][C:9]([O:11][C@H:12]([C:14]1[CH:19]=[CH:18][CH:17]=[CH:16][CH:15]=1)[CH3:13])=[O:10].[CH2:20]1[CH2:30][CH2:29][N:28]2C(=NC[CH2:26][CH2:27]2)CC1.C(Br)(Br)(Br)Br.N1CCCCC1. The catalyst is C1COCC1.C(OCC)C.C1(C)C=CC=CC=1. The product is [F:1][C:2]1[CH:7]=[CH:6][CH:5]=[CH:4][C:3]=1[C@@H:8]([N:28]1[CH2:27][CH2:26][CH2:20][CH2:30][CH2:29]1)[C:9]([O:11][C@H:12]([C:14]1[CH:15]=[CH:16][CH:17]=[CH:18][CH:19]=1)[CH3:13])=[O:10]. The yield is 0.110. (4) The reactants are [C:1]([NH:9][C:10]1[C:11]([F:20])=[C:12]([CH:17]=[CH:18][CH:19]=1)[C:13]([O:15][CH3:16])=[O:14])(=[O:8])[C:2]1[CH:7]=[CH:6][CH:5]=[CH:4][CH:3]=1.S(OC)(O[CH3:25])(=O)=O.[OH-].[K+]. The catalyst is C(#N)C. The product is [F:20][C:11]1[C:10]([N:9]([CH3:25])[C:1](=[O:8])[C:2]2[CH:3]=[CH:4][CH:5]=[CH:6][CH:7]=2)=[CH:19][CH:18]=[CH:17][C:12]=1[C:13]([O:15][CH3:16])=[O:14]. The yield is 0.870. (5) The reactants are Br[C:2]1[CH:7]=[CH:6][CH:5]=[CH:4][C:3]=1[C@H:8]([O:10][CH2:11][C@H:12]1[CH2:14][O:13]1)[CH3:9].[CH3:15][O:16][C:17](=[O:21])[CH2:18][CH:19]=[CH2:20]. No catalyst specified. The product is [O:13]1[CH2:14][C@@H:12]1[CH2:11][O:10][C@@H:8]([C:3]1[CH:4]=[CH:5][CH:6]=[CH:7][C:2]=1/[CH:20]=[CH:19]/[CH2:18][C:17]([O:16][CH3:15])=[O:21])[CH3:9]. The yield is 0.650. (6) The reactants are C(OC([NH:8][CH2:9][CH2:10][CH:11]1[CH2:15][CH2:14][NH:13][CH2:12]1)=O)(C)(C)C.[CH2:16]([O:23][C:24]([NH:26][C:27](=[NH:30])SC)=[O:25])[C:17]1[CH:22]=[CH:21][CH:20]=[CH:19][CH:18]=1.OS([O-])(=O)=O.[K+]. The catalyst is C1(C)C=CC=CC=1. The product is [CH2:16]([O:23][C:24]([NH:26][C:27]([N:13]1[CH2:14][CH2:15][CH:11]([CH2:10][CH2:9][NH2:8])[CH2:12]1)=[NH:30])=[O:25])[C:17]1[CH:22]=[CH:21][CH:20]=[CH:19][CH:18]=1. The yield is 0.510. (7) The reactants are [F:1][C:2]1[CH:3]=[C:4]2[C:9](=[CH:10][CH:11]=1)[O:8][CH:7]([C@H:12]1[CH2:16][O:15][C:14]([CH3:18])([CH3:17])[O:13]1)[CH:6]=[CH:5]2.C([O-])=O.[NH4+]. The catalyst is C(O)C.[Pd]. The product is [F:1][C:2]1[CH:3]=[C:4]2[C:9](=[CH:10][CH:11]=1)[O:8][CH:7]([C@H:12]1[CH2:16][O:15][C:14]([CH3:18])([CH3:17])[O:13]1)[CH2:6][CH2:5]2. The yield is 0.640.